Dataset: Reaction yield outcomes from USPTO patents with 853,638 reactions. Task: Predict the reaction yield, written as a fraction of the theoretical maximum amount of product (1.0 means a 100% yield; for example, 0.34 means a 34% yield). (1) The reactants are [Cl:1][C:2]1[N:7]=[C:6]([N:8]2[CH2:13][CH2:12][O:11][CH2:10][CH2:9]2)[C:5]([O:14]C)=[CH:4][N:3]=1.[Cl-].[Al+3].[Cl-].[Cl-]. The catalyst is C(Cl)Cl. The product is [Cl:1][C:2]1[N:7]=[C:6]([N:8]2[CH2:13][CH2:12][O:11][CH2:10][CH2:9]2)[C:5]([OH:14])=[CH:4][N:3]=1. The yield is 0.892. (2) The reactants are [N+:1]([C:4]1[CH:20]=[C:19]([C:21]([F:24])([F:23])[F:22])[CH:18]=[CH:17][C:5]=1[O:6][C:7]1[CH:16]=[CH:15][CH:14]=[CH:13][C:8]=1[C:9]([O:11][CH3:12])=[O:10])([O-])=O. The catalyst is [Pd].CO. The product is [NH2:1][C:4]1[CH:20]=[C:19]([C:21]([F:22])([F:23])[F:24])[CH:18]=[CH:17][C:5]=1[O:6][C:7]1[CH:16]=[CH:15][CH:14]=[CH:13][C:8]=1[C:9]([O:11][CH3:12])=[O:10]. The yield is 1.00. (3) The reactants are [CH3:1][O:2][C:3](=[O:18])[C:4]1[CH:9]=[CH:8][C:7]([C:10]2[C:15]([Cl:16])=[CH:14][N:13]=[C:12](F)[CH:11]=2)=[CH:6][CH:5]=1.[CH:19]([NH2:22])([CH3:21])[CH3:20]. The catalyst is CS(C)=O.O. The product is [CH3:1][O:2][C:3](=[O:18])[C:4]1[CH:9]=[CH:8][C:7]([C:10]2[C:15]([Cl:16])=[CH:14][N:13]=[C:12]([NH:22][CH:19]([CH3:21])[CH3:20])[CH:11]=2)=[CH:6][CH:5]=1. The yield is 0.670. (4) The reactants are [CH3:1][Si:2]([CH3:13])([CH3:12])[CH2:3][CH2:4][O:5][CH2:6][N:7]1[CH:11]=[CH:10][N:9]=[CH:8]1.N#C[Br:16].CCOC(C)=O. The catalyst is C(#N)C. The product is [Br:16][C:8]1[N:7]([CH2:6][O:5][CH2:4][CH2:3][Si:2]([CH3:13])([CH3:12])[CH3:1])[CH:11]=[CH:10][N:9]=1. The yield is 0.320.